Dataset: Catalyst prediction with 721,799 reactions and 888 catalyst types from USPTO. Task: Predict which catalyst facilitates the given reaction. (1) Reactant: B(Br)(Br)Br.[CH2:5]([N:12]1[CH2:16][CH:15]2[C:17](=[O:28])[CH:18]=[C:19]([C:20]3[CH:25]=[CH:24][C:23]([O:26]C)=[CH:22][CH:21]=3)[CH:14]2[CH2:13]1)[C:6]1[CH:11]=[CH:10][CH:9]=[CH:8][CH:7]=1. Product: [CH2:5]([N:12]1[CH2:16][CH:15]2[C:17](=[O:28])[CH:18]=[C:19]([C:20]3[CH:21]=[CH:22][C:23]([OH:26])=[CH:24][CH:25]=3)[CH:14]2[CH2:13]1)[C:6]1[CH:7]=[CH:8][CH:9]=[CH:10][CH:11]=1. The catalyst class is: 2. (2) Reactant: [O:1]([C:8]1[CH:20]=[CH:19][C:11]2[NH:12]C(=O)[NH:14][S:15](=[O:17])(=[O:16])[C:10]=2[CH:9]=1)[C:2]1[CH:7]=[CH:6][CH:5]=[CH:4][CH:3]=1.[OH-].[Na+]. Product: [NH2:12][C:11]1[CH:19]=[CH:20][C:8]([O:1][C:2]2[CH:3]=[CH:4][CH:5]=[CH:6][CH:7]=2)=[CH:9][C:10]=1[S:15]([NH2:14])(=[O:16])=[O:17]. The catalyst class is: 82. (3) Reactant: [H-].[Na+].[CH:3]1([C@@H:9]([NH:11][C:12]([C:14]2[C:23]3[C:18](=[CH:19][CH:20]=[CH:21][CH:22]=3)[N:17]=[C:16]([C:24]3[CH:29]=[CH:28][CH:27]=[CH:26][CH:25]=3)[C:15]=2[CH2:30][N:31]2[CH2:36][CH2:35][N:34]([C:37]3[CH:42]=[CH:41][CH:40]=[CH:39][CH:38]=3)[C:33](=[O:43])[CH2:32]2)=[O:13])[CH3:10])[CH2:8][CH2:7][CH2:6][CH2:5][CH2:4]1.[CH2:44](Br)C1C=CC=CC=1.[Na+].[Cl-]. Product: [CH:3]1([C@@H:9]([NH:11][C:12]([C:14]2[C:23]3[C:18](=[CH:19][CH:20]=[CH:21][CH:22]=3)[N:17]=[C:16]([C:24]3[CH:25]=[CH:26][CH:27]=[CH:28][CH:29]=3)[C:15]=2[CH2:30][N:31]2[CH2:36][CH2:35][N:34]([CH2:37][C:38]3[CH:44]=[CH:42][CH:41]=[CH:40][CH:39]=3)[C:33](=[O:43])[CH2:32]2)=[O:13])[CH3:10])[CH2:4][CH2:5][CH2:6][CH2:7][CH2:8]1. The catalyst class is: 3. (4) Reactant: [Cl:1][C:2]1[CH:3]=[C:4]([C:10]2[N:15]=[C:14]([S:16][CH3:17])[N:13]=[C:12](O)[C:11]=2[C:19]#[N:20])[CH:5]=[C:6]([O:8][CH3:9])[CH:7]=1.O=P(Cl)(Cl)[Cl:23].CN(C=O)C.C([O-])(O)=O.[Na+]. Product: [Cl:23][C:12]1[C:11]([C:19]#[N:20])=[C:10]([C:4]2[CH:5]=[C:6]([O:8][CH3:9])[CH:7]=[C:2]([Cl:1])[CH:3]=2)[N:15]=[C:14]([S:16][CH3:17])[N:13]=1. The catalyst class is: 12. (5) Reactant: [CH3:1][O:2][C:3]1[CH:4]=[CH:5][C:6]2[O:10][C:9]([C:11]([O:13][CH3:14])=[O:12])=[CH:8][C:7]=2[CH:15]=1.S(Cl)([Cl:19])(=O)=O. Product: [Cl:19][C:15]1[C:7]2[CH:8]=[C:9]([C:11]([O:13][CH3:14])=[O:12])[O:10][C:6]=2[CH:5]=[CH:4][C:3]=1[O:2][CH3:1]. The catalyst class is: 4. (6) Reactant: [Cl:1][C:2]1[CH:7]=[CH:6][C:5]([CH3:8])=[C:4]([N+:9]([O-:11])=[O:10])[CH:3]=1.CO[CH:14](OC)[N:15]([CH3:17])[CH3:16]. Product: [Cl:1][C:2]1[CH:7]=[CH:6][C:5](/[CH:8]=[CH:14]/[N:15]([CH3:17])[CH3:16])=[C:4]([N+:9]([O-:11])=[O:10])[CH:3]=1. The catalyst class is: 3. (7) Reactant: [Cl:1][C:2]1[C:3]([CH2:8][C:9]([O:11][CH2:12][CH3:13])=[O:10])=[N:4][CH:5]=[CH:6][CH:7]=1.Br[CH:15]([CH2:18][CH2:19][O:20][CH3:21])[CH:16]=O.C([O-])(O)=O.[Na+]. Product: [Cl:1][C:2]1[C:3]2[N:4]([C:15]([CH2:18][CH2:19][O:20][CH3:21])=[CH:16][C:8]=2[C:9]([O:11][CH2:12][CH3:13])=[O:10])[CH:5]=[CH:6][CH:7]=1. The catalyst class is: 2. (8) Reactant: [C:1]([O:5][C:6](=[O:28])[NH:7][C:8]1([C:12]2[CH:17]=[CH:16][C:15]([C:18](=O)[CH:19](Br)[C:20]3[CH:25]=[CH:24][CH:23]=[CH:22][CH:21]=3)=[CH:14][CH:13]=2)[CH2:11][CH2:10][CH2:9]1)([CH3:4])([CH3:3])[CH3:2].[NH2:29][C:30]1[C:35]([CH3:36])=[CH:34][C:33]([Br:37])=[CH:32][N:31]=1.C(N(CC)C(C)C)(C)C. Product: [C:1]([O:5][C:6](=[O:28])[NH:7][C:8]1([C:12]2[CH:13]=[CH:14][C:15]([C:18]3[N:29]=[C:30]4[C:35]([CH3:36])=[CH:34][C:33]([Br:37])=[CH:32][N:31]4[C:19]=3[C:20]3[CH:25]=[CH:24][CH:23]=[CH:22][CH:21]=3)=[CH:16][CH:17]=2)[CH2:9][CH2:10][CH2:11]1)([CH3:4])([CH3:2])[CH3:3]. The catalyst class is: 41. (9) Reactant: O.[NH2:2]N.C(O)(=O)C.C[N:9](C)[C:10](=[N:12][C:13]([C:15]1[C:20]([O:21][C:22]2[CH:27]=[CH:26][CH:25]=[CH:24][CH:23]=2)=[CH:19][C:18](=[O:28])[N:17]([C:29]2[CH:34]=[CH:33][CH:32]=[CH:31][CH:30]=2)[N:16]=1)=O)[CH3:11]. Product: [O:21]([C:20]1[C:15]([C:13]2[N:12]=[C:10]([CH3:11])[NH:9][N:2]=2)=[N:16][N:17]([C:29]2[CH:34]=[CH:33][CH:32]=[CH:31][CH:30]=2)[C:18](=[O:28])[CH:19]=1)[C:22]1[CH:23]=[CH:24][CH:25]=[CH:26][CH:27]=1. The catalyst class is: 28. (10) Reactant: [BH4-].[Na+].[N:3]1[C:7]2[CH:8]=[CH:9][C:10]([C:12]([N:14]3[CH2:21][CH2:20][C@:19]4([CH3:24])[C@@H:22]([CH3:23])[C@H:15]3[C:16](=[O:30])[C:17]3[CH:28]=[CH:27][C:26]([OH:29])=[CH:25][C:18]=34)=[O:13])=[CH:11][C:6]=2[NH:5][CH:4]=1.Cl. Product: [N:3]1[C:7]2[CH:8]=[CH:9][C:10]([C:12]([N:14]3[CH2:21][CH2:20][C@:19]4([CH3:24])[C@@H:22]([CH3:23])[C@H:15]3[CH:16]([OH:30])[C:17]3[CH:28]=[CH:27][C:26]([OH:29])=[CH:25][C:18]=34)=[O:13])=[CH:11][C:6]=2[NH:5][CH:4]=1. The catalyst class is: 8.